Dataset: Reaction yield outcomes from USPTO patents with 853,638 reactions. Task: Predict the reaction yield, written as a fraction of the theoretical maximum amount of product (1.0 means a 100% yield; for example, 0.34 means a 34% yield). (1) The reactants are Cl.[CH3:2][C:3]1[CH:4]=[C:5]([NH:10][NH2:11])[CH:6]=[CH:7][C:8]=1[CH3:9].[CH3:12][C:13]([CH3:20])([CH3:19])[C:14](=O)[CH2:15][C:16]#[N:17]. The catalyst is CCO. The product is [C:13]([C:14]1[CH:15]=[C:16]([NH2:17])[N:10]([C:5]2[CH:6]=[CH:7][C:8]([CH3:9])=[C:3]([CH3:2])[CH:4]=2)[N:11]=1)([CH3:20])([CH3:19])[CH3:12]. The yield is 0.900. (2) The reactants are [C:1]([O:5][C:6]([N:8]1[CH2:13][CH:12]2[C:10]([C:14]3[CH:19]=[CH:18][C:17](Br)=[CH:16][CH:15]=3)([CH2:11]2)[CH2:9]1)=[O:7])([CH3:4])([CH3:3])[CH3:2].CC(C)([O-])C.[Na+].[NH:27]1[CH2:32][CH2:31][O:30][CH2:29][CH2:28]1. The catalyst is C1(C)C=CC=CC=1.C1C=CC(/C=C/C(/C=C/C2C=CC=CC=2)=O)=CC=1.C1C=CC(/C=C/C(/C=C/C2C=CC=CC=2)=O)=CC=1.C1C=CC(/C=C/C(/C=C/C2C=CC=CC=2)=O)=CC=1.[Pd].[Pd].C1C=CC(P(C2C(C3C(P(C4C=CC=CC=4)C4C=CC=CC=4)=CC=C4C=3C=CC=C4)=C3C(C=CC=C3)=CC=2)C2C=CC=CC=2)=CC=1. The product is [C:1]([O:5][C:6]([N:8]1[CH2:13][CH:12]2[C:10]([C:14]3[CH:19]=[CH:18][C:17]([N:27]4[CH2:32][CH2:31][O:30][CH2:29][CH2:28]4)=[CH:16][CH:15]=3)([CH2:11]2)[CH2:9]1)=[O:7])([CH3:4])([CH3:3])[CH3:2]. The yield is 0.660. (3) The reactants are [CH2:1]([N:8]1[CH2:13][CH2:12][O:11][C@H:10]([CH2:14][NH:15][C:16]([C:18]2[CH:19]=[CH:20][C:21]([NH:27][C:28]3[N:37]=[CH:36][C:35]4[N:34]([CH3:38])[C:33](=[O:39])[C@@H:32]([CH2:40][CH3:41])[N:31]([CH:42]5[CH2:46][CH2:45][CH2:44][CH2:43]5)[C:30]=4[N:29]=3)=[C:22]3[O:26][CH2:25][CH2:24][C:23]=23)=[O:17])[CH2:9]1)C1C=CC=CC=1.[H][H]. The catalyst is CO.[Pd]. The product is [CH:42]1([N:31]2[C:30]3[N:29]=[C:28]([NH:27][C:21]4[CH:20]=[CH:19][C:18]([C:16]([NH:15][CH2:14][C@H:10]5[O:11][CH2:12][CH2:13][N:8]([CH3:1])[CH2:9]5)=[O:17])=[C:23]5[C:22]=4[O:26][CH2:25][CH2:24]5)[N:37]=[CH:36][C:35]=3[N:34]([CH3:38])[C:33](=[O:39])[C@H:32]2[CH2:40][CH3:41])[CH2:43][CH2:44][CH2:45][CH2:46]1. The yield is 0.185.